This data is from Full USPTO retrosynthesis dataset with 1.9M reactions from patents (1976-2016). The task is: Predict the reactants needed to synthesize the given product. (1) Given the product [ClH:12].[CH:7]1([C:10]([N:1]2[CH2:6][CH2:5][NH:4][CH2:3][CH2:2]2)=[O:11])[CH2:9][CH2:8]1, predict the reactants needed to synthesize it. The reactants are: [NH:1]1[CH2:6][CH2:5][NH:4][CH2:3][CH2:2]1.[CH:7]1([C:10]([Cl:12])=[O:11])[CH2:9][CH2:8]1. (2) The reactants are: [C:1]([C:5]1[N:6]([CH2:31][CH:32]([OH:35])[CH2:33][OH:34])[C:7]2[C:12]([CH:13]=1)=[CH:11][C:10]([NH:14][C:15]([C:17]1([C:20]3[CH:30]=[CH:29][C:23]4[O:24][C:25]([F:28])([F:27])[O:26][C:22]=4[CH:21]=3)[CH2:19][CH2:18]1)=[O:16])=[CH:9][CH:8]=2)([CH3:4])([CH3:3])[CH3:2].CC(OI1(OC(C)=O)(OC(C)=O)OC(=O)C2C=CC=CC1=2)=[O:38]. Given the product [C:1]([C:5]1[N:6]([CH2:31][C:32](=[O:35])[C:33]([OH:38])=[O:34])[C:7]2[C:12]([CH:13]=1)=[CH:11][C:10]([NH:14][C:15]([C:17]1([C:20]3[CH:30]=[CH:29][C:23]4[O:24][C:25]([F:28])([F:27])[O:26][C:22]=4[CH:21]=3)[CH2:18][CH2:19]1)=[O:16])=[CH:9][CH:8]=2)([CH3:4])([CH3:2])[CH3:3], predict the reactants needed to synthesize it. (3) The reactants are: CS([C:4]1[N:9]=[C:8]([C:10]2[NH:14][N:13]=[CH:12][C:11]=2[C:15]2[CH:20]=[CH:19][CH:18]=[CH:17][CH:16]=2)[CH:7]=[CH:6][N:5]=1)=O.CS(C1N=C(C2NN=CC=2C2C=CC=CC=2)C=CN=1)(=O)=O.[CH3:42][C:43]1[CH:44]=[C:45]([CH:47]=[C:48]([CH3:50])[CH:49]=1)[NH2:46]. Given the product [CH3:42][C:43]1[CH:44]=[C:45]([NH:46][C:4]2[N:9]=[C:8]([C:10]3[NH:14][N:13]=[CH:12][C:11]=3[C:15]3[CH:20]=[CH:19][CH:18]=[CH:17][CH:16]=3)[CH:7]=[CH:6][N:5]=2)[CH:47]=[C:48]([CH3:50])[CH:49]=1, predict the reactants needed to synthesize it. (4) The reactants are: [C:1]([O:5][C:6]([N:8]1[CH2:12][C@H:11]([O:13][CH3:14])[CH2:10][C@@H:9]1[C:15]([OH:17])=O)=[O:7])([CH3:4])([CH3:3])[CH3:2].[NH2:18][C:19]1[CH:24]=[CH:23][C:22]([N:25]2[CH:30]=[CH:29][CH:28]=[CH:27][C:26]2=[O:31])=[CH:21][C:20]=1[F:32].CCOC1N(C(OCC)=O)C2C(=CC=CC=2)C=C1.C(N(CC)CC)C. Given the product [C:1]([O:5][C:6]([N:8]1[CH2:12][C@H:11]([O:13][CH3:14])[CH2:10][C@@H:9]1[C:15](=[O:17])[NH:18][C:19]1[CH:24]=[CH:23][C:22]([N:25]2[CH:30]=[CH:29][CH:28]=[CH:27][C:26]2=[O:31])=[CH:21][C:20]=1[F:32])=[O:7])([CH3:2])([CH3:3])[CH3:4], predict the reactants needed to synthesize it.